The task is: Predict the product of the given reaction.. This data is from Forward reaction prediction with 1.9M reactions from USPTO patents (1976-2016). (1) Given the reactants [CH2:1]([O:5][CH2:6][CH2:7][CH2:8][CH2:9][CH2:10][CH2:11][N:12]1[CH2:16][C@@H:15]([C:17]2[CH:28]=[CH:27][C:20]3[O:21][C:22]([CH3:26])([CH3:25])[O:23][CH2:24][C:19]=3[CH:18]=2)[O:14][C:13]1=[O:29])[CH2:2][CH:3]=[CH2:4].C12BC(CCC1)CCC2.P([O-])([O-])([O-])=O.[K+].[K+].[K+].[CH2:47]([CH:50]([S:54]([C:57]1[CH:62]=[CH:61][CH:60]=[C:59](Br)[CH:58]=1)(=[O:56])=[O:55])[CH2:51][CH:52]=[CH2:53])[CH:48]=[CH2:49], predict the reaction product. The product is: [CH3:26][C:22]1([CH3:25])[O:21][C:20]2[CH:27]=[CH:28][C:17]([C@H:15]3[O:14][C:13](=[O:29])[N:12]([CH2:11][CH2:10][CH2:9][CH2:8][CH2:7][CH2:6][O:5][CH2:1][CH2:2][CH2:3][CH2:4][C:61]4[CH:60]=[CH:59][CH:58]=[C:57]([S:54]([CH:50]([CH2:51][CH:52]=[CH2:53])[CH2:47][CH:48]=[CH2:49])(=[O:55])=[O:56])[CH:62]=4)[CH2:16]3)=[CH:18][C:19]=2[CH2:24][O:23]1. (2) Given the reactants [CH:1]([Si:4]([CH:9]([CH3:11])[CH3:10])([CH:6]([CH3:8])[CH3:7])[SH:5])([CH3:3])[CH3:2].[H-].[Na+].[Cl:14][C:15]1[CH:20]=[C:19](I)[CH:18]=[CH:17][C:16]=1[NH:22][C:23](=[O:31])[C@:24]([OH:30])([CH3:29])[C:25]([F:28])([F:27])[F:26].C(OCC)(=O)C, predict the reaction product. The product is: [Cl:14][C:15]1[CH:20]=[C:19]([S:5][Si:4]([CH:1]([CH3:3])[CH3:2])([CH:6]([CH3:8])[CH3:7])[CH:9]([CH3:11])[CH3:10])[CH:18]=[CH:17][C:16]=1[NH:22][C:23](=[O:31])[C@:24]([OH:30])([CH3:29])[C:25]([F:26])([F:28])[F:27]. (3) The product is: [NH2:23][C:10]1[CH:9]=[C:8]([CH:13]=[CH:12][C:11]=1[B:14]1[O:18][C:17]([CH3:20])([CH3:19])[C:16]([CH3:22])([CH3:21])[O:15]1)[C:7]([NH:6][N:5]([C:1]([CH3:4])([CH3:3])[CH3:2])[C:27](=[O:36])[C:28]1[CH:29]=[C:30]([CH3:35])[CH:31]=[C:32]([CH3:34])[CH:33]=1)=[O:26]. Given the reactants [C:1]([N:5]([C:27](=[O:36])[C:28]1[CH:33]=[C:32]([CH3:34])[CH:31]=[C:30]([CH3:35])[CH:29]=1)[NH:6][C:7](=[O:26])[C:8]1[CH:13]=[CH:12][C:11]([B:14]2[O:18][C:17]([CH3:20])([CH3:19])[C:16]([CH3:22])([CH3:21])[O:15]2)=[C:10]([N+:23]([O-])=O)[CH:9]=1)([CH3:4])([CH3:3])[CH3:2], predict the reaction product. (4) Given the reactants [CH2:1](O)[C:2]#[C:3][CH2:4][CH2:5][CH2:6][CH2:7][CH2:8][CH2:9][CH2:10][CH2:11][CH2:12][CH2:13][CH2:14][CH2:15][CH2:16][CH2:17][CH3:18].C(Br)(Br)(Br)[Br:21].C1(P(C2C=CC=CC=2)C2C=CC=CC=2)C=CC=CC=1, predict the reaction product. The product is: [Br:21][CH2:1][C:2]#[C:3][CH2:4][CH2:5][CH2:6][CH2:7][CH2:8][CH2:9][CH2:10][CH2:11][CH2:12][CH2:13][CH2:14][CH2:15][CH2:16][CH2:17][CH3:18]. (5) Given the reactants BrC[C:3]([C:5]1[CH:14]=[CH:14][C:5]2[C:3](C)(C)CCC(C)(C)[C:6]=2[CH:6]=1)=O.[C:19]([C:23]1[CH:24]=[C:25]([C:34]2[N:35]=[C:36]([CH:40]3[CH2:45][CH2:44][N:43]([C:46](=[O:57])[CH2:47][N:48]4[C:52]5=[N:53][CH:54]=[CH:55][CH:56]=[C:51]5[N:50]=[CH:49]4)[CH2:42][CH2:41]3)[S:37][C:38]=2[Cl:39])[CH:26]=[C:27](SC(F)(F)F)[CH:28]=1)([CH3:22])([CH3:21])[CH3:20].C([O-])(O)=O.[Na+].CCOC(C)=O, predict the reaction product. The product is: [Cl:39][C:38]1[S:37][C:36]([CH:40]2[CH2:41][CH2:42][N:43]([C:46](=[O:57])[CH2:47][N:48]3[C:49]4=[N:50][CH:51]=[CH:56][CH:55]=[C:54]4[N:53]=[CH:52]3)[CH2:44][CH2:45]2)=[N:35][C:34]=1[C:25]1[CH:26]=[CH:27][C:28]2[C:5]([CH3:14])([CH3:6])[CH2:3][CH2:22][C:19]([CH3:20])([CH3:21])[C:23]=2[CH:24]=1. (6) Given the reactants [NH2:1][CH2:2][C@H:3]1[N:8]([C:9]([C:11]2[N:12]=[C:13]([CH3:23])[S:14][C:15]=2[C:16]2[CH:17]=[C:18]([CH3:22])[CH:19]=[CH:20][CH:21]=2)=[O:10])[CH2:7][C@@H:6]2[C@H:4]1[CH2:5]2.[CH3:24][O:25][C:26]1[CH:34]=[CH:33][C:29]([C:30](O)=[O:31])=[CH:28][CH:27]=1, predict the reaction product. The product is: [CH3:24][O:25][C:26]1[CH:34]=[CH:33][C:29]([C:30]([NH:1][CH2:2][C@H:3]2[N:8]([C:9]([C:11]3[N:12]=[C:13]([CH3:23])[S:14][C:15]=3[C:16]3[CH:17]=[C:18]([CH3:22])[CH:19]=[CH:20][CH:21]=3)=[O:10])[CH2:7][C@@H:6]3[C@H:4]2[CH2:5]3)=[O:31])=[CH:28][CH:27]=1. (7) Given the reactants [H-].[Na+].[C@@H:3]1([CH2:13][CH:14]=[CH2:15])[O:11][C@@H:10]([CH3:12])[C@@H:8]([OH:9])[C@@H:6]([OH:7])[C@@H:4]1[OH:5].[CH2:16](Br)[C:17]1[CH:22]=[CH:21][CH:20]=[CH:19][CH:18]=1, predict the reaction product. The product is: [CH2:16]([O:5][C@H:4]1[C@H:6]([O:7][CH2:16][C:17]2[CH:22]=[CH:21][CH:20]=[CH:19][CH:18]=2)[C@H:8]([O:9][CH2:16][C:17]2[CH:22]=[CH:21][CH:20]=[CH:19][CH:18]=2)[C@H:10]([CH3:12])[O:11][C@H:3]1[CH2:13][CH:14]=[CH2:15])[C:17]1[CH:22]=[CH:21][CH:20]=[CH:19][CH:18]=1.